This data is from Reaction yield outcomes from USPTO patents with 853,638 reactions. The task is: Predict the reaction yield, written as a fraction of the theoretical maximum amount of product (1.0 means a 100% yield; for example, 0.34 means a 34% yield). (1) The reactants are [CH2:1]([NH2:4])[CH2:2][NH2:3].[C:5]([N:13]=[C:14]=[S:15])(=[O:12])[C:6]1[CH:11]=[CH:10][CH:9]=[CH:8][CH:7]=1. The catalyst is C(Cl)Cl. The product is [CH2:1]([NH:4][C:14]([NH:13][C:5](=[O:12])[C:6]1[CH:7]=[CH:8][CH:9]=[CH:10][CH:11]=1)=[S:15])[CH2:2][NH:3][C:14]([NH:13][C:5](=[O:12])[C:6]1[CH:11]=[CH:10][CH:9]=[CH:8][CH:7]=1)=[S:15]. The yield is 0.710. (2) The reactants are [OH:1][C@@H:2]([CH2:11][C:12]1[CH:17]=[CH:16][CH:15]=[CH:14][CH:13]=1)[C:3]([N:5]1[CH2:10][CH2:9][O:8][CH2:7][CH2:6]1)=[O:4].O.C(O)(=O)C. The catalyst is C(O)C.[Rh]. The product is [CH:12]1([CH2:11][C@H:2]([OH:1])[C:3]([N:5]2[CH2:6][CH2:7][O:8][CH2:9][CH2:10]2)=[O:4])[CH2:17][CH2:16][CH2:15][CH2:14][CH2:13]1. The yield is 0.885. (3) The reactants are [CH3:1][C:2]([CH3:29])([CH3:28])[C@H:3]([NH:8][C:9]([C:11]1[N:12]=[C:13]([C:22]2[CH:27]=[CH:26][CH:25]=[CH:24][CH:23]=2)[N:14]2[CH2:20][CH2:19][CH2:18][N:17]([CH3:21])[CH2:16][C:15]=12)=[O:10])[C:4]([O:6]C)=[O:5].O.[OH-].[Li+]. The catalyst is C1COCC1.O. The product is [CH3:1][C:2]([CH3:29])([CH3:28])[C@H:3]([NH:8][C:9]([C:11]1[N:12]=[C:13]([C:22]2[CH:23]=[CH:24][CH:25]=[CH:26][CH:27]=2)[N:14]2[CH2:20][CH2:19][CH2:18][N:17]([CH3:21])[CH2:16][C:15]=12)=[O:10])[C:4]([OH:6])=[O:5]. The yield is 0.870.